This data is from Full USPTO retrosynthesis dataset with 1.9M reactions from patents (1976-2016). The task is: Predict the reactants needed to synthesize the given product. (1) Given the product [Cl:14][C:15]1[CH:20]=[CH:19][C:18]([C@@H:21]([C:27]2[CH:32]=[CH:31][C:30]([C:33]([O:35][CH3:36])=[O:34])=[CH:29][CH:28]=2)[N:22]2[CH2:23][C:24](=[O:26])[CH2:25]2)=[CH:17][CH:16]=1, predict the reactants needed to synthesize it. The reactants are: C(Cl)(=O)C(Cl)=O.ClCCl.CS(C)=O.[Cl:14][C:15]1[CH:20]=[CH:19][C:18]([CH:21]([C:27]2[CH:32]=[CH:31][C:30]([C:33]([O:35][CH3:36])=[O:34])=[CH:29][CH:28]=2)[N:22]2[CH2:25][CH:24]([OH:26])[CH2:23]2)=[CH:17][CH:16]=1. (2) Given the product [NH2:21][N:22]1[N:38]=[C:4]([C:3]2[CH:15]=[CH:16][C:17]([CH3:19])=[CH:18][C:2]=2[CH3:1])[C:6]2[C:7](=[CH:11][CH:12]=[CH:13][CH:14]=2)[C:8]1=[O:20], predict the reactants needed to synthesize it. The reactants are: [CH3:1][C:2]1[CH:18]=[C:17]([CH3:19])[CH:16]=[CH:15][C:3]=1[C:4]([C:6]1[CH:14]=[CH:13][CH:12]=[CH:11][C:7]=1[C:8](O)=O)=O.[OH2:20].[NH2:21][NH2:22].C1(P(O[NH2:38])(C2C=CC=CC=2)=O)C=CC=CC=1. (3) Given the product [CH:3]1([CH2:1][NH:4][C:5]([C:7]2[S:11][C:10]([N:12]3[CH2:13][C:14]4[CH2:15][N:16]([C:31](=[O:32])[C:30]5[CH:34]=[CH:35][CH:36]=[CH:37][C:29]=5[C:28]([F:39])([F:38])[F:27])[CH2:17][C:18]=4[CH2:19]3)=[N:9][CH:8]=2)=[O:6])[CH2:2][CH2:21]1, predict the reactants needed to synthesize it. The reactants are: [CH:1]1([NH:4][C:5]([C:7]2[S:11][C:10]([N:12]3[CH2:19][C:18]4[CH2:17][NH:16][CH2:15][C:14]=4[CH2:13]3)=[N:9][CH:8]=2)=[O:6])[CH2:3][CH2:2]1.F[C:21](F)(F)C([O-])=O.[F:27][C:28]([F:39])([F:38])[C:29]1[CH:37]=[CH:36][CH:35]=[CH:34][C:30]=1[C:31](Cl)=[O:32]. (4) Given the product [OH:29][N:21]1[CH2:22][CH2:23][N:18]([C:16](=[O:17])[C:15]2[CH:14]=[CH:13][C:12](/[CH:11]=[CH:10]/[C:3]3[C:4]4[C:9](=[CH:8][CH:7]=[CH:6][CH:5]=4)[NH:1][N:2]=3)=[CH:25][CH:24]=2)[CH2:19][CH2:20]1, predict the reactants needed to synthesize it. The reactants are: [NH:1]1[C:9]2[C:4](=[CH:5][CH:6]=[CH:7][CH:8]=2)[C:3](/[CH:10]=[CH:11]/[C:12]2[CH:25]=[CH:24][C:15]([C:16]([N:18]3[CH2:23][CH2:22][NH:21][CH2:20][CH2:19]3)=[O:17])=[CH:14][CH:13]=2)=[N:2]1.OO.S([O-])(O)=[O:29].[Na+]. (5) Given the product [CH:34]([C:31]1[S:32][CH:33]=[C:29]([C:27]([N:23]2[CH2:22][C:21]3([CH2:37][CH2:38][N:18]([CH2:17][CH2:16][CH2:15][CH2:14][CH2:13][CH2:12][CH2:11][C:10]([CH3:40])([CH3:39])[CH:9]=[O:8])[CH2:19][CH2:20]3)[O:26][CH2:25][CH2:24]2)=[O:28])[N:30]=1)([CH3:36])[CH3:35], predict the reactants needed to synthesize it. The reactants are: FC(F)(F)C(O)=O.[OH:8][CH2:9][C:10]([CH3:40])([CH3:39])[CH2:11][CH2:12][CH2:13][CH2:14][CH2:15][CH2:16][CH2:17][N:18]1[CH2:38][CH2:37][C:21]2([O:26][CH2:25][CH2:24][N:23]([C:27]([C:29]3[N:30]=[C:31]([CH:34]([CH3:36])[CH3:35])[S:32][CH:33]=3)=[O:28])[CH2:22]2)[CH2:20][CH2:19]1.CC(OI1(OC(C)=O)(OC(C)=O)OC(=O)C2C=CC=CC1=2)=O. (6) Given the product [OH:2][CH2:3][C:5]12[CH2:10][CH2:9][C:8]([C:13]3[NH:21][C:20]4[C:19](=[O:22])[N:18]([CH2:23][CH2:24][CH3:25])[C:17](=[O:26])[NH:16][C:15]=4[N:14]=3)([CH2:11][CH2:12]1)[CH2:7][CH2:6]2, predict the reactants needed to synthesize it. The reactants are: C[O:2][C:3]([C:5]12[CH2:12][CH2:11][C:8]([C:13]3[NH:21][C:20]4[C:19](=[O:22])[N:18]([CH2:23][CH2:24][CH3:25])[C:17](=[O:26])[NH:16][C:15]=4[N:14]=3)([CH2:9][CH2:10]1)[CH2:7][CH2:6]2)=O.[BH4-].[Li+]. (7) Given the product [OH:1][C@H:2]([CH2:8][S:9]([C:12]1[CH:21]=[CH:20][C:19]2[C:14](=[CH:15][CH:16]=[CH:17][CH:18]=2)[CH:13]=1)(=[O:11])=[O:10])[CH2:3][C:4]([OH:6])=[O:5], predict the reactants needed to synthesize it. The reactants are: [OH:1][C@H:2]([CH2:8][S:9]([C:12]1[CH:21]=[CH:20][C:19]2[C:14](=[CH:15][CH:16]=[CH:17][CH:18]=2)[CH:13]=1)(=[O:11])=[O:10])[CH2:3][C:4]([O:6]C)=[O:5].O.[OH-].[Li+].